From a dataset of Full USPTO retrosynthesis dataset with 1.9M reactions from patents (1976-2016). Predict the reactants needed to synthesize the given product. Given the product [CH:17]12[CH2:25][CH:21]3[CH2:20][CH:19]([CH2:24][CH:23]([CH2:22]3)[CH:16]1[N:14]([CH3:15])[CH2:13][CH:12]([OH:26])[CH2:11][O:10][C:5]1[CH:6]=[CH:7][CH:8]=[CH:9][C:4]=1[C:3]([OH:27])=[O:2])[CH2:18]2, predict the reactants needed to synthesize it. The reactants are: C[O:2][C:3](=[O:27])[C:4]1[CH:9]=[CH:8][CH:7]=[CH:6][C:5]=1[O:10][CH2:11][CH:12]([OH:26])[CH2:13][N:14]([CH:16]1[CH:23]2[CH2:24][CH:19]3[CH2:20][CH:21]([CH2:25][CH:17]1[CH2:18]3)[CH2:22]2)[CH3:15].[OH-].[K+].